Dataset: Experimentally validated miRNA-target interactions with 360,000+ pairs, plus equal number of negative samples. Task: Binary Classification. Given a miRNA mature sequence and a target amino acid sequence, predict their likelihood of interaction. (1) The miRNA is hsa-miR-1268b with sequence CGGGCGUGGUGGUGGGGGUG. The protein sequence of the target gene is MKQLKRKRKSNFSVQETQTLLKEITKRKEVIFSKQLNTTINVMKRMAWEEIAQCVNAVGEGEQRTGTEVKRRYLDWRALMKRKRMKANIKLVGSGFPLPSSDLDDSLTEEIDEKIGFRNDANFDWQNVADFRDAGGSLTEVKVEEEERDPQSPEFEIEEEEEMLSSVIPDSRRENELPDFPHIDEFFTLNSTPSRSAYDEPHLLVNIEKQKLELEKRRLDIEAERLQVEKERLQIEKERLRHLDMEHERLQLEKERLQIEREKLRLQIVNSEKPSLENELGQGEKSMLQPQDIETEKLKL.... Result: 1 (interaction). (2) Result: 1 (interaction). The miRNA is hsa-miR-5688 with sequence UAACAAACACCUGUAAAACAGC. The protein sequence of the target gene is MAVPGCNKDSVRAGCKKCGYPGHLTFECRNFLRVDPKRDIVLDVSSTSSEDSDEENEELNKLQALQEKRINEEEEKKKEKSKEKIKLKKKRKRSYSSSSTEEDTSKQKKQKYQKKEKKKEKKSKSKKGKHHKKEKKKRKKEKHSSTPNSSEFSRK. (3) The miRNA is hsa-miR-553 with sequence AAAACGGUGAGAUUUUGUUUU. The protein sequence of the target gene is MAHQNQHQDTIDSTEVEVWDSRTAQEVNKSLYPPAVDSPFTLNTHLSAWRWACTIILGTVLVPVRVSCIVFLLILLWPVAVLSAINLPTQPTKPIRRWRKHLIKSALVFLFRLGFFFAGFLVKVKGKKATREEAPIFVSAPHSTFFDAIAVVVAGLPSVVSDSQLARVPLAGKCILVTQPVLVKREDPNSRKTTRNEILRRVKSKMKWPQILIFPEGLCTNRSCLVTFKLGAFSPGVPVQPVLLRYPNSLDTVTWTWNGFSGFQVCMLTLSQLFTRVEVEFMPVYIPSEEEKKDPILFAN.... Result: 0 (no interaction). (4) The miRNA is hsa-miR-6837-3p with sequence CCUUCACUGUGACUCUGCUGCAG. The protein sequence of the target gene is MGNCCWTQCFGLLRKEAGRLQRVGGGGGSKYFRTCSRGEHLTIEFENLVESDEGESPGSSHRPLTEEEIVDLRERHYDSIAEKQKDLDKKIQKELALQEEKLRLEEEALYAAQREAARAAKQRKLLEQERQRIVQQYHPSNNGEYQSSGPEDDFESCLRNMKSQYEVFRSSRLSSDATVLTPNTESSCDLMTKTKSTSGNDDSTSLDLEWEDEEGMNRMLPMRERSKTEEDILRAALKYSNKKTGSNPTSASDDSNGLEWENDFVSAEMDDNGNSEYSGFVNPVLELSDSGIRHSDTDQQ.... Result: 0 (no interaction). (5) The miRNA is hsa-miR-6828-3p with sequence AUCUGCUCUCUUGUUCCCAG. The protein sequence of the target gene is MAAPAEAEVAAAPGLTEAAEAAELTRALSRLLPGLETESKLGRRRALEALEQVLEEAVRPGADSAAFQGPWARLLLPRLLRLLSDPAEGCRALAAHLLDLGLRRAARPRDALPRLLPALSARLARPELARPPPEPCEELRLALVQLLHLAVDLGGAALAPHLDDAVRALRAALLDPFAAVRREGCECAAALARATPEHFHMQSESLIGPLMQTISHQHWKVRVAVIEATGTVIQFGSGNSVDDVLSHFAQRLFDDVPQVRQAVTSVVGGWLLNLRDRYSFLHKLTPLLLSSFSDEMPEIR.... Result: 0 (no interaction). (6) The miRNA is hsa-miR-668-5p with sequence UGCGCCUCGGGUGAGCAUG. The protein sequence of the target gene is MALGLKCFRMVHPTFRNYLAASIRPVSEVTLKTVHERQHGHRQYMAYSAVPVRHFATKKAKAKGKGQSQTRVNINAALVEDIINLEEVNEEMKSVIEALKDNFNKTLNIRTSPGSLDKIAVVTADGKLALNQISQISMKSPQLILVNMASFPECTAAAIKAIRESGMNLNPEVEGTLIRVPIPQVTREHREMLVKLAKQNTNKAKDSLRKVRTNSMNKLKKSKDTVSEDTIRLIEKQISQMADDTVAELDRHLAVKTKELLG. Result: 0 (no interaction).